From a dataset of TCR-epitope binding with 47,182 pairs between 192 epitopes and 23,139 TCRs. Binary Classification. Given a T-cell receptor sequence (or CDR3 region) and an epitope sequence, predict whether binding occurs between them. The epitope is IPSINVHHY. The TCR CDR3 sequence is CSVEEGVLYEQYF. Result: 1 (the TCR binds to the epitope).